The task is: Regression. Given two drug SMILES strings and cell line genomic features, predict the synergy score measuring deviation from expected non-interaction effect.. This data is from NCI-60 drug combinations with 297,098 pairs across 59 cell lines. Drug 1: CC(CN1CC(=O)NC(=O)C1)N2CC(=O)NC(=O)C2. Drug 2: C#CCC(CC1=CN=C2C(=N1)C(=NC(=N2)N)N)C3=CC=C(C=C3)C(=O)NC(CCC(=O)O)C(=O)O. Cell line: COLO 205. Synergy scores: CSS=47.0, Synergy_ZIP=-1.29, Synergy_Bliss=-2.98, Synergy_Loewe=-2.29, Synergy_HSA=-2.43.